From a dataset of Reaction yield outcomes from USPTO patents with 853,638 reactions. Predict the reaction yield, written as a fraction of the theoretical maximum amount of product (1.0 means a 100% yield; for example, 0.34 means a 34% yield). (1) The product is [C:26]([N:23]1[CH2:24][CH2:25][CH:20]([C:18]([NH:17][C:8]2[S:9][C:10]([N:11]3[CH2:16][CH2:15][O:14][CH2:13][CH2:12]3)=[C:6]([C:2]3[O:1][CH:5]=[CH:4][CH:3]=3)[N:7]=2)=[O:19])[CH2:21][CH2:22]1)(=[O:28])[CH3:27]. The catalyst is N1C=CC=CC=1. The yield is 0.250. The reactants are [O:1]1[CH:5]=[CH:4][CH:3]=[C:2]1[C:6]1[N:7]=[C:8]([NH:17][C:18]([CH:20]2[CH2:25][CH2:24][NH:23][CH2:22][CH2:21]2)=[O:19])[S:9][C:10]=1[N:11]1[CH2:16][CH2:15][O:14][CH2:13][CH2:12]1.[C:26](OC(=O)C)(=[O:28])[CH3:27]. (2) The reactants are C(O[C:6](=[O:35])[NH:7][CH2:8][C:9]1[C:10]([NH2:34])=[N:11][C:12]([O:15][CH2:16][CH2:17][CH2:18][CH2:19][N:20]2[CH2:25][CH2:24][N:23]([C:26]3[CH:31]=[CH:30][CH:29]=[C:28]([Cl:32])[C:27]=3[Cl:33])[CH2:22][CH2:21]2)=[CH:13][CH:14]=1)(C)(C)C.Cl.C([O-])([O-])=O.[Na+].[Na+]. The catalyst is O1CCOCC1. The product is [Cl:33][C:27]1[C:28]([Cl:32])=[CH:29][CH:30]=[CH:31][C:26]=1[N:23]1[CH2:22][CH2:21][N:20]([CH2:19][CH2:18][CH2:17][CH2:16][O:15][C:12]2[CH:13]=[CH:14][C:9]3[CH2:8][NH:7][C:6](=[O:35])[NH:34][C:10]=3[N:11]=2)[CH2:25][CH2:24]1. The yield is 0.940. (3) The reactants are [CH3:1][C:2]1[NH:10][C:5]2=[CH:6][N:7]=[CH:8][CH:9]=[C:4]2[CH:3]=1.[Cl-].[Al+3].[Cl-].[Cl-].[Cl:15][C:16]([Cl:21])([Cl:20])[C:17](Cl)=[O:18]. The catalyst is C(Cl)Cl. The product is [Cl:15][C:16]([Cl:21])([Cl:20])[C:17]([C:3]1[C:4]2[C:5](=[CH:6][N:7]=[CH:8][CH:9]=2)[NH:10][C:2]=1[CH3:1])=[O:18]. The yield is 1.00. (4) The reactants are [CH3:1][C:2]([CH:5]=[O:6])([CH3:4])[CH3:3].[NH2:7][C:8]1[C:9](O)=[C:10]([CH:15]=[CH:16][CH:17]=1)[C:11]([O:13][CH3:14])=[O:12].C. No catalyst specified. The product is [C:2]([C:5]1[O:6][C:9]2[C:10]([C:11]([O:13][CH3:14])=[O:12])=[CH:15][CH:16]=[CH:17][C:8]=2[N:7]=1)([CH3:4])([CH3:3])[CH3:1]. The yield is 0.600. (5) The reactants are [CH3:1][O:2][C:3](=[O:13])[CH2:4][C:5]1[CH:10]=[CH:9][C:8](Br)=[CH:7][C:6]=1[Cl:12].[B:14]1([B:14]2[O:18][C:17]([CH3:20])([CH3:19])[C:16]([CH3:22])([CH3:21])[O:15]2)[O:18][C:17]([CH3:20])([CH3:19])[C:16]([CH3:22])([CH3:21])[O:15]1.C(Cl)Cl.C([O-])(=O)C.[K+]. The catalyst is CS(C)=O. The product is [CH3:1][O:2][C:3](=[O:13])[CH2:4][C:5]1[CH:10]=[CH:9][C:8]([B:14]2[O:18][C:17]([CH3:20])([CH3:19])[C:16]([CH3:22])([CH3:21])[O:15]2)=[CH:7][C:6]=1[Cl:12]. The yield is 0.830. (6) The reactants are I[C:2]1[CH:7]=[CH:6][C:5]([N:8]2[CH2:13][CH2:12][C:11]3[C:14]([S:25]([CH3:28])(=[O:27])=[O:26])=[N:15][N:16]([C:17]4[CH:22]=[CH:21][C:20]([O:23][CH3:24])=[CH:19][CH:18]=4)[C:10]=3[C:9]2=[O:29])=[CH:4][CH:3]=1.C(OC([N:40]1[CH2:45][CH2:44][NH:43][C:42](=[O:46])[CH2:41]1)=O)C1C=CC=CC=1.C([O-])([O-])=O.[K+].[K+].CS(C)=O. The catalyst is CCOC(C)=O.O.[Cu]I. The product is [CH3:24][O:23][C:20]1[CH:21]=[CH:22][C:17]([N:16]2[C:10]3[C:9](=[O:29])[N:8]([C:5]4[CH:6]=[CH:7][C:2]([N:43]5[CH2:44][CH2:45][NH:40][CH2:41][C:42]5=[O:46])=[CH:3][CH:4]=4)[CH2:13][CH2:12][C:11]=3[C:14]([S:25]([CH3:28])(=[O:27])=[O:26])=[N:15]2)=[CH:18][CH:19]=1. The yield is 0.270. (7) The reactants are [NH2:1][C:2]1[CH:3]=[N:4][N:5]([CH3:22])[C:6]=1[N:7]1[CH2:12][CH2:11][CH2:10][C@H:9]([CH2:13][NH:14]C(=O)OC(C)(C)C)[CH2:8]1.[NH2:23][C:24]1[C:25]([C:31]([OH:33])=O)=[N:26][C:27](Br)=[CH:28][CH:29]=1.[F:34][C:35]1[CH:40]=[CH:39][CH:38]=[CH:37][C:36]=1B(O)O. No catalyst specified. The product is [NH2:23][C:24]1[C:25]([C:31]([NH:1][C:2]2[CH:3]=[N:4][N:5]([CH3:22])[C:6]=2[N:7]2[CH2:12][CH2:11][CH2:10][C@H:9]([CH2:13][NH2:14])[CH2:8]2)=[O:33])=[N:26][C:27]([C:36]2[CH:37]=[CH:38][CH:39]=[CH:40][C:35]=2[F:34])=[CH:28][CH:29]=1. The yield is 0.180. (8) The reactants are [NH2:1][C@H:2]1[CH2:7][CH2:6][N:5]([CH2:8][CH2:9][N:10]2[C:19]3[C:14](=[C:15]([F:21])[CH:16]=[C:17]([F:20])[CH:18]=3)[CH:13]=[CH:12][C:11]2=[O:22])[CH2:4][C@H:3]1[OH:23].[O:24]=[C:25]1[CH2:30][O:29][C:28]2[CH:31]=[CH:32][C:33]([CH:35]=O)=[N:34][C:27]=2[NH:26]1.C(O[BH-](OC(=O)C)OC(=O)C)(=O)C.[Na+]. No catalyst specified. The product is [F:21][C:15]1[CH:16]=[C:17]([F:20])[CH:18]=[C:19]2[C:14]=1[CH:13]=[CH:12][C:11](=[O:22])[N:10]2[CH2:9][CH2:8][N:5]1[CH2:6][CH2:7][C@H:2]([NH:1][CH2:35][C:33]2[CH:32]=[CH:31][C:28]3[O:29][CH2:30][C:25](=[O:24])[NH:26][C:27]=3[N:34]=2)[C@H:3]([OH:23])[CH2:4]1. The yield is 0.710. (9) The reactants are F[P-](F)(F)(F)(F)F.Br[P+](N1CCCC1)(N1CCCC1)N1CCCC1.[F:25][C:26]1[CH:27]=[C:28]([CH2:33][C@@H:34]([CH2:38][NH:39][C:40]([O:42][CH2:43][C:44]2[CH:49]=[CH:48][CH:47]=[CH:46][CH:45]=2)=[O:41])[C:35]([OH:37])=O)[CH:29]=[CH:30][C:31]=1[F:32].NCC(CC1C=CC=CC=1)C([NH:55][C:56]1[S:57][C:58]([Cl:68])=[C:59]([C:61]2[N:65]([CH3:66])[N:64]=[CH:63][C:62]=2[Cl:67])[CH:60]=1)=O.C(N(CC)C(C)C)(C)C. The catalyst is ClCCl. The product is [Cl:68][C:58]1[S:57][C:56]([NH:55][C:35](=[O:37])[C@@H:34]([CH2:33][C:28]2[CH:29]=[CH:30][C:31]([F:32])=[C:26]([F:25])[CH:27]=2)[CH2:38][NH:39][C:40](=[O:41])[O:42][CH2:43][C:44]2[CH:49]=[CH:48][CH:47]=[CH:46][CH:45]=2)=[CH:60][C:59]=1[C:61]1[N:65]([CH3:66])[N:64]=[CH:63][C:62]=1[Cl:67]. The yield is 0.201. (10) The reactants are CS(O[CH2:6][CH:7]1[CH2:9][CH:8]1[CH2:10][C:11]1[N:19]2[C:14]([C:15]([NH2:20])=[N:16][CH:17]=[N:18]2)=[C:13]([C:21]2[CH:22]=[CH:23][C:24]3[C:28]([CH:29]=2)=[N:27][N:26]([CH2:30][C:31]2[CH:36]=[CH:35][CH:34]=[CH:33][CH:32]=2)[CH:25]=3)[CH:12]=1)(=O)=O.[NH:37]1[CH2:41][CH2:40][CH2:39][CH2:38]1.CCN(C(C)C)C(C)C. The catalyst is CN(C=O)C. The product is [CH2:30]([N:26]1[CH:25]=[C:24]2[C:28]([CH:29]=[C:21]([C:13]3[CH:12]=[C:11]([CH2:10][CH:8]4[CH2:9][CH:7]4[CH2:6][N:37]4[CH2:41][CH2:40][CH2:39][CH2:38]4)[N:19]4[C:14]=3[C:15]([NH2:20])=[N:16][CH:17]=[N:18]4)[CH:22]=[CH:23]2)=[N:27]1)[C:31]1[CH:36]=[CH:35][CH:34]=[CH:33][CH:32]=1. The yield is 0.0600.